Predict the reactants needed to synthesize the given product. From a dataset of Retrosynthesis with 50K atom-mapped reactions and 10 reaction types from USPTO. (1) The reactants are: CC(C)(C)OC(=O)N1CCc2c([nH]c3ccccc23)C1.COC(=O)CBr. Given the product COC(=O)Cn1c2c(c3ccccc31)CCN(C(=O)OC(C)(C)C)C2, predict the reactants needed to synthesize it. (2) Given the product CCc1c(C)cc(C)c(C)c1CNC(=O)c1c(OC)cc(O)c2c1OC1=CC(O)=C(C(C)=O)C(=O)[C@]12C, predict the reactants needed to synthesize it. The reactants are: CCc1c(C)cc(C)c(C)c1C=O.COc1cc(O)c2c(c1C(N)=O)OC1=CC(O)=C(C(C)=O)C(=O)[C@]12C.